Predict the reactants needed to synthesize the given product. From a dataset of Full USPTO retrosynthesis dataset with 1.9M reactions from patents (1976-2016). (1) Given the product [ClH:36].[N:1]1[CH:6]=[CH:5][CH:4]=[CH:3][C:2]=1[C:7]([NH:9][C:10]1([C:16]([NH:18][CH:19]2[CH2:24][CH2:23][N:22]([C:25]3[CH:30]=[CH:29][CH:28]=[CH:27][C:26]=3[S:31]([CH3:34])(=[O:33])=[O:32])[CH2:21][C:20]2=[O:35])=[O:17])[CH2:15][CH2:14][CH2:13][CH2:12][CH2:11]1)=[O:8], predict the reactants needed to synthesize it. The reactants are: [N:1]1[CH:6]=[CH:5][CH:4]=[CH:3][C:2]=1[C:7]([NH:9][C:10]1([C:16]([NH:18][CH:19]2[CH2:24][CH2:23][N:22]([C:25]3[CH:30]=[CH:29][CH:28]=[CH:27][C:26]=3[S:31]([CH3:34])(=[O:33])=[O:32])[CH2:21][C:20]2=[O:35])=[O:17])[CH2:15][CH2:14][CH2:13][CH2:12][CH2:11]1)=[O:8].[ClH:36].C(OCC)(=O)C. (2) Given the product [Br:1][C:2]1[CH:10]=[CH:9][C:5]([C:6]([N:65]2[CH2:66][CH2:67][C:62]([F:68])([F:61])[CH2:63][CH2:64]2)=[O:8])=[C:4]([CH3:11])[CH:3]=1, predict the reactants needed to synthesize it. The reactants are: [Br:1][C:2]1[CH:10]=[CH:9][C:5]([C:6]([OH:8])=O)=[C:4]([CH3:11])[CH:3]=1.CN(C(N(C)C)=[N+]1C2C(=NC=CC=2)N=N1)C.CN(C(ON1N=NC2C=CC=NC1=2)=[N+](C)C)C.F[P-](F)(F)(F)(F)F.CCN(C(C)C)C(C)C.[F:61][C:62]1([F:68])[CH2:67][CH2:66][NH:65][CH2:64][CH2:63]1. (3) Given the product [F:19][C:18]([F:21])([F:20])[C:14]([OH:36])=[O:55].[Cl:26][C:23]1[CH:24]=[CH:25][C:2]([NH:1][C:40](=[O:41])[C:39]2[CH:43]=[CH:44][CH:45]=[C:37]([C:35]([N:34]([CH3:33])[CH2:46][CH2:47][N:48]3[CH2:49][CH2:50][O:51][CH2:52][CH2:53]3)=[O:36])[CH:38]=2)=[C:3]([C:4](=[O:5])[NH:6][C:7]2[CH:11]=[CH:10][N:9]([C:12]3[CH:17]=[CH:16][CH:15]=[C:14]([C:18]([F:20])([F:21])[F:19])[CH:13]=3)[N:8]=2)[CH:22]=1, predict the reactants needed to synthesize it. The reactants are: [NH2:1][C:2]1[CH:25]=[CH:24][C:23]([Cl:26])=[CH:22][C:3]=1[C:4]([NH:6][C:7]1[CH:11]=[CH:10][N:9]([C:12]2[CH:17]=[CH:16][CH:15]=[C:14]([C:18]([F:21])([F:20])[F:19])[CH:13]=2)[N:8]=1)=[O:5].N1C=CC=CC=1.[CH3:33][N:34]([CH2:46][CH2:47][N:48]1[CH2:53][CH2:52][O:51][CH2:50][CH2:49]1)[C:35]([C:37]1[CH:38]=[C:39]([CH:43]=[CH:44][CH:45]=1)[C:40](Cl)=[O:41])=[O:36].N.[OH2:55]. (4) Given the product [ClH:13].[CH3:1][O:2][C:3]1[CH:8]=[CH:7][C:6]([CH2:9][CH2:10][NH2:11])=[C:5]([CH3:12])[CH:4]=1, predict the reactants needed to synthesize it. The reactants are: [CH3:1][O:2][C:3]1[CH:8]=[CH:7][C:6]([CH2:9][C:10]#[N:11])=[C:5]([CH3:12])[CH:4]=1.[ClH:13].[H][H]. (5) Given the product [C:41]([C:45]1[N:46]=[C:47]([NH:50][C:51]([CH2:53][C:54]2[CH:93]=[CH:92][N:57]3[C:58](=[O:91])[C:59](/[CH:75]=[CH:76]/[C:77]4[NH:81][N:80]=[N:79][N:78]=4)=[C:60]([N:62]4[CH2:67][CH2:66][CH2:65][C@H:64]([NH:68][C:69](=[O:74])[CH2:70][N:71]([CH3:73])[CH3:72])[CH2:63]4)[N:61]=[C:56]3[CH:55]=2)=[O:52])[S:48][CH:49]=1)([CH3:44])([CH3:42])[CH3:43], predict the reactants needed to synthesize it. The reactants are: C(C1N=C(NC(C2C=CN3C(=O)C(/C=C/C4N(CC5C=CC(OC)=CC=5)N=NN=4)=C(O)N=C3C=2)=O)SC=1)(C)(C)C.[C:41]([C:45]1[N:46]=[C:47]([NH:50][C:51]([CH2:53][C:54]2[CH:93]=[CH:92][N:57]3[C:58](=[O:91])[C:59](/[CH:75]=[CH:76]/[C:77]4[N:81](CC5C=CC(OC)=CC=5)[N:80]=[N:79][N:78]=4)=[C:60]([N:62]4[CH2:67][CH2:66][CH2:65][C@H:64]([NH:68][C:69](=[O:74])[CH2:70][N:71]([CH3:73])[CH3:72])[CH2:63]4)[N:61]=[C:56]3[CH:55]=2)=[O:52])[S:48][CH:49]=1)([CH3:44])([CH3:43])[CH3:42].P(Cl)(OC1C=CC=CC=1)(OC1C=CC=CC=1)=O.C(N(C(C)C)CC)(C)C.N1CCC[C@H](NC(=O)CN(C)C)C1.C(=O)([O-])O.[Na+]. (6) Given the product [CH2:1]([O:8][C:9]1[CH:18]=[C:17]([CH:16]=[C:11]([C:12]([O:14][CH3:15])=[O:13])[CH:10]=1)[O:19][C:20]1[CH:25]=[CH:24][C:23]([C:26]([OH:30])=[O:27])=[CH:22][CH:21]=1)[C:2]1[CH:7]=[CH:6][CH:5]=[CH:4][CH:3]=1, predict the reactants needed to synthesize it. The reactants are: [CH2:1]([O:8][C:9]1[CH:10]=[C:11]([CH:16]=[C:17]([O:19][C:20]2[CH:25]=[CH:24][C:23]([CH:26]=[O:27])=[CH:22][CH:21]=2)[CH:18]=1)[C:12]([O:14][CH3:15])=[O:13])[C:2]1[CH:7]=[CH:6][CH:5]=[CH:4][CH:3]=1.CC(C)=[O:30]. (7) Given the product [F:1][C:2]1[C:7]([O:8][CH2:9][CH:10]2[CH2:13][CH2:12][O:11]2)=[CH:6][CH:5]=[CH:4][C:3]=1[C:24]1[C:32]2[C:31]([NH2:33])=[N:30][CH:29]=[N:28][C:27]=2[N:26]([C@H:34]2[CH2:37][C@@H:36]([N:38]3[CH2:39][CH2:40][S:41](=[O:44])[CH2:42][CH2:43]3)[CH2:35]2)[CH:25]=1, predict the reactants needed to synthesize it. The reactants are: [F:1][C:2]1[C:7]([O:8][CH2:9][CH:10]2[CH2:13][CH2:12][O:11]2)=[CH:6][CH:5]=[CH:4][C:3]=1B1OC(C)(C)C(C)(C)O1.I[C:24]1[C:32]2[C:31]([NH2:33])=[N:30][CH:29]=[N:28][C:27]=2[N:26]([C@H:34]2[CH2:37][C@@H:36]([N:38]3[CH2:43][CH2:42][S:41](=[O:44])[CH2:40][CH2:39]3)[CH2:35]2)[CH:25]=1.[O-]P([O-])([O-])=O.[K+].[K+].[K+].C([O-])([O-])=O.[Na+].[Na+]. (8) The reactants are: [Cl:1][C:2]1[C:10]2[C:5](=[CH:6][C:7]([S:11]([NH:14][C@H:15]3[CH2:19][CH2:18][N:17]([C:20]4[CH:29]=[C:28]5[C:23]([CH2:24][CH2:25][N:26]([C:30]([O:32]C(C)(C)C)=[O:31])[CH2:27]5)=[CH:22][CH:21]=4)[C:16]3=[O:37])(=[O:13])=[O:12])=[CH:8][CH:9]=2)[N:4]([Si](C(C)C)(C(C)C)C(C)C)[CH:3]=1. Given the product [CH:30]([OH:32])=[O:31].[Cl:1][C:2]1[C:10]2[C:5](=[CH:6][C:7]([S:11]([NH:14][C@H:15]3[CH2:19][CH2:18][N:17]([C:20]4[CH:29]=[C:28]5[C:23]([CH2:24][CH2:25][NH:26][CH2:27]5)=[CH:22][CH:21]=4)[C:16]3=[O:37])(=[O:13])=[O:12])=[CH:8][CH:9]=2)[NH:4][CH:3]=1, predict the reactants needed to synthesize it.